From a dataset of Forward reaction prediction with 1.9M reactions from USPTO patents (1976-2016). Predict the product of the given reaction. (1) Given the reactants C(OC([N:8]1[CH2:20][C:19]2[S:18][C:17]3[N:16]=[CH:15][N:14]=[C:13]([NH:21][C:22]4[CH:27]=[CH:26][C:25]([O:28][CH2:29][C:30]5[CH:35]=[CH:34][CH:33]=[CH:32][N:31]=5)=[C:24]([Cl:36])[CH:23]=4)[C:12]=3[C:11]=2[CH2:10][CH2:9]1)=O)(C)(C)C.C(O)(C(F)(F)F)=O, predict the reaction product. The product is: [Cl:36][C:24]1[CH:23]=[C:22]([NH:21][C:13]2[C:12]3[C:11]4[CH2:10][CH2:9][NH:8][CH2:20][C:19]=4[S:18][C:17]=3[N:16]=[CH:15][N:14]=2)[CH:27]=[CH:26][C:25]=1[O:28][CH2:29][C:30]1[CH:35]=[CH:34][CH:33]=[CH:32][N:31]=1. (2) Given the reactants [Br:1][C:2]1[CH:3]=[CH:4][C:5]([Cl:18])=[C:6]([C:8]([C:10]2[CH:15]=[CH:14][C:13]([O:16][CH3:17])=[CH:12][CH:11]=2)=O)[CH:7]=1.C([SiH](CC)CC)C.C(OC)(C)(C)C.C(=O)(O)[O-].[Na+], predict the reaction product. The product is: [Br:1][C:2]1[CH:3]=[CH:4][C:5]([Cl:18])=[C:6]([CH2:8][C:10]2[CH:15]=[CH:14][C:13]([O:16][CH3:17])=[CH:12][CH:11]=2)[CH:7]=1. (3) Given the reactants [Cl-].[Cl-].[Cl-].[Al+3].C(Cl)(Cl)(Cl)Cl.[C:10](Cl)(=[O:12])[CH3:11].[CH3:14][O:15][C:16]1[CH:21]=[CH:20][C:19]([O:22][CH3:23])=[CH:18][C:17]=1[Cl:24], predict the reaction product. The product is: [CH3:11][C:10]([C:20]1[CH:21]=[C:16]([O:15][CH3:14])[C:17]([Cl:24])=[CH:18][C:19]=1[O:22][CH3:23])=[O:12].